From a dataset of Catalyst prediction with 721,799 reactions and 888 catalyst types from USPTO. Predict which catalyst facilitates the given reaction. (1) Reactant: CCOC(/N=N/C(OCC)=O)=O.[OH:13][C:14]1[CH:15]=[CH:16][C:17]2[O:21][CH:20]=[CH:19][C:18]=2[CH:22]=1.[C:36]1(P([C:36]2[CH:41]=[CH:40][CH:39]=[CH:38][CH:37]=2)[C:36]2[CH:41]=[CH:40][CH:39]=[CH:38][CH:37]=2)[CH:41]=[CH:40][CH:39]=[CH:38][CH:37]=1.C1(CO)CCCC1. Product: [CH:38]1([CH2:37][O:13][C:14]2[CH:15]=[CH:16][C:17]3[O:21][CH:20]=[CH:19][C:18]=3[CH:22]=2)[CH2:39][CH2:40][CH2:41][CH2:36]1. The catalyst class is: 1. (2) Reactant: [N:1]1([C:7]([O:9][C:10]([CH3:13])([CH3:12])[CH3:11])=[O:8])[CH2:6][CH2:5][NH:4][CH2:3][CH2:2]1.CCN(C(C)C)C(C)C.[F:23][C:24]([F:36])([F:35])[C:25]1[CH:30]=[CH:29][C:28]([S:31](Cl)(=[O:33])=[O:32])=[CH:27][CH:26]=1. Product: [F:36][C:24]([F:23])([F:35])[C:25]1[CH:26]=[CH:27][C:28]([S:31]([N:4]2[CH2:5][CH2:6][N:1]([C:7]([O:9][C:10]([CH3:13])([CH3:12])[CH3:11])=[O:8])[CH2:2][CH2:3]2)(=[O:33])=[O:32])=[CH:29][CH:30]=1. The catalyst class is: 2. (3) Reactant: [CH3:1][C:2]1([CH2:6][OH:7])[CH2:5][O:4][CH2:3]1.[CH3:8][C:9]1[CH:14]=[CH:13][C:12]([S:15](Cl)(=[O:17])=[O:16])=[CH:11][CH:10]=1. Product: [CH3:8][C:9]1[CH:14]=[CH:13][C:12]([S:15]([O:7][CH2:6][C:2]2([CH3:1])[CH2:5][O:4][CH2:3]2)(=[O:17])=[O:16])=[CH:11][CH:10]=1. The catalyst class is: 347. (4) Reactant: COC1C=CC(C[O:10][C:11]2[CH:12]=[C:13]([C:21]3[CH:22]=[C:23]([CH3:29])[C:24](=[O:28])[N:25]([CH3:27])[CH:26]=3)[CH:14]=[C:15]([S:17]([CH3:20])(=[O:19])=[O:18])[CH:16]=2)=CC=1. Product: [OH:10][C:11]1[CH:12]=[C:13]([C:21]2[CH:22]=[C:23]([CH3:29])[C:24](=[O:28])[N:25]([CH3:27])[CH:26]=2)[CH:14]=[C:15]([S:17]([CH3:20])(=[O:19])=[O:18])[CH:16]=1. The catalyst class is: 52. (5) Reactant: [CH2:1]([O:3][CH:4]([CH2:10][C:11]1[CH:16]=[CH:15][C:14]([O:17]CC2C=CC=CC=2)=[CH:13][CH:12]=1)[C:5]([O:7][CH2:8][CH3:9])=[O:6])[CH3:2].[H][H]. Product: [CH2:1]([O:3][CH:4]([CH2:10][C:11]1[CH:12]=[CH:13][C:14]([OH:17])=[CH:15][CH:16]=1)[C:5]([O:7][CH2:8][CH3:9])=[O:6])[CH3:2]. The catalyst class is: 304. (6) The catalyst class is: 1. Product: [C:1]([C:3]1[CH:10]=[CH:9][C:6]([CH2:7][Br:33])=[CH:5][C:4]=1[O:11][CH3:12])#[N:2]. Reactant: [C:1]([C:3]1[CH:10]=[CH:9][C:6]([CH2:7]O)=[CH:5][C:4]=1[O:11][CH3:12])#[N:2].C1(P(C2C=CC=CC=2)C2C=CC=CC=2)C=CC=CC=1.C(Br)(Br)(Br)[Br:33].